Dataset: TCR-epitope binding with 47,182 pairs between 192 epitopes and 23,139 TCRs. Task: Binary Classification. Given a T-cell receptor sequence (or CDR3 region) and an epitope sequence, predict whether binding occurs between them. The epitope is EIYKRWII. The TCR CDR3 sequence is CAWSVWDRGYEQYF. Result: 0 (the TCR does not bind to the epitope).